This data is from Full USPTO retrosynthesis dataset with 1.9M reactions from patents (1976-2016). The task is: Predict the reactants needed to synthesize the given product. (1) The reactants are: [N:1]([O-])=O.[Na+].[CH3:5][C:6]1[C:12]([CH3:13])=[CH:11][C:10]([N+:14]([O-:16])=[O:15])=[CH:9][C:7]=1[NH2:8]. Given the product [CH3:13][C:12]1[CH:11]=[C:10]([N+:14]([O-:16])=[O:15])[CH:9]=[C:7]2[C:6]=1[CH:5]=[N:1][NH:8]2, predict the reactants needed to synthesize it. (2) Given the product [ClH:3].[CH2:12]([O:10][C:9](=[O:11])[CH2:8][NH:7][CH2:5][CH3:6])[CH3:13], predict the reactants needed to synthesize it. The reactants are: S(Cl)([Cl:3])=O.[CH2:5]([NH:7][CH2:8][C:9]([OH:11])=[O:10])[CH3:6].[CH2:12](O)[CH3:13].